This data is from Full USPTO retrosynthesis dataset with 1.9M reactions from patents (1976-2016). The task is: Predict the reactants needed to synthesize the given product. (1) Given the product [Cl:22][C:23]1[CH:28]=[C:27]([C:2]2[CH:3]=[CH:4][C:5]3[N:6]([C:8]([CH2:11][C:12]4[CH:13]=[C:14]5[C:19](=[CH:20][CH:21]=4)[N:18]=[CH:17][CH:16]=[CH:15]5)=[N:9][N:10]=3)[N:7]=2)[CH:26]=[CH:25][C:24]=1[CH2:38][OH:39], predict the reactants needed to synthesize it. The reactants are: Cl[C:2]1[CH:3]=[CH:4][C:5]2[N:6]([C:8]([CH2:11][C:12]3[CH:13]=[C:14]4[C:19](=[CH:20][CH:21]=3)[N:18]=[CH:17][CH:16]=[CH:15]4)=[N:9][N:10]=2)[N:7]=1.[Cl:22][C:23]1[CH:28]=[C:27](B2OC(C)(C)C(C)(C)O2)[CH:26]=[CH:25][C:24]=1[CH2:38][OH:39].C(=O)([O-])[O-].[Cs+].[Cs+]. (2) Given the product [Cl:14][C:7]1[C:8]([O:12][CH3:13])=[CH:9][CH:10]=[C:11]2[C:6]=1[N:5]=[C:4]([C:15]1[S:16][CH:17]=[C:18]([CH:20]3[CH2:22][CH2:21]3)[N:19]=1)[CH:3]=[C:2]2[O:60][C@H:58]1[CH2:57][N:36]2[C:37](=[O:56])[C@@H:38]([NH:48][C:49](=[O:55])[O:50][C:51]([CH3:52])([CH3:53])[CH3:54])[CH2:39][CH2:40][CH2:41][CH2:42][CH2:43][CH:44]=[CH:45][C@@H:46]3[CH2:47][C@@:32]3([C:30](=[O:31])[NH:29][S:26]([CH:23]3[CH2:25][CH2:24]3)(=[O:27])=[O:28])[NH:33][C:34](=[O:61])[C@@H:35]2[CH2:59]1, predict the reactants needed to synthesize it. The reactants are: Cl[C:2]1[C:11]2[C:6](=[C:7]([Cl:14])[C:8]([O:12][CH3:13])=[CH:9][CH:10]=2)[N:5]=[C:4]([C:15]2[S:16][CH:17]=[C:18]([CH:20]3[CH2:22][CH2:21]3)[N:19]=2)[CH:3]=1.[CH:23]1([S:26]([NH:29][C:30]([C@@:32]23[CH2:47][C@H:46]2[CH:45]=[CH:44][CH2:43][CH2:42][CH2:41][CH2:40][CH2:39][C@H:38]([NH:48][C:49](=[O:55])[O:50][C:51]([CH3:54])([CH3:53])[CH3:52])[C:37](=[O:56])[N:36]2[CH2:57][C@H:58]([OH:60])[CH2:59][C@H:35]2[C:34](=[O:61])[NH:33]3)=[O:31])(=[O:28])=[O:27])[CH2:25][CH2:24]1.CC(C)([O-])C.[K+]. (3) Given the product [Br:41][C:32]1[CH:31]=[CH:30][C:29]([NH:28][C:2]2[C:7]([C:8]([F:10])([F:9])[F:11])=[CH:6][N:5]=[C:4]([NH:12][C:13]3[CH:14]=[CH:15][C:16]([CH2:17][P:18](=[O:25])([O:22][CH2:23][CH3:24])[O:19][CH2:20][CH3:21])=[CH:26][CH:27]=3)[N:3]=2)=[C:38]2[C:33]=1[CH:34]=[CH:35][N:36]([CH3:40])[C:37]2=[O:39], predict the reactants needed to synthesize it. The reactants are: Cl[C:2]1[C:7]([C:8]([F:11])([F:10])[F:9])=[CH:6][N:5]=[C:4]([NH:12][C:13]2[CH:27]=[CH:26][C:16]([CH2:17][P:18](=[O:25])([O:22][CH2:23][CH3:24])[O:19][CH2:20][CH3:21])=[CH:15][CH:14]=2)[N:3]=1.[NH2:28][C:29]1[CH:30]=[CH:31][C:32]([Br:41])=[C:33]2[C:38]=1[C:37](=[O:39])[N:36]([CH3:40])[CH:35]=[CH:34]2. (4) The reactants are: [CH:1]1([CH2:6][C@@H:7]([C:19]([NH:21][NH:22][C:23]2[C:28]([F:29])=[C:27]([NH:30][CH2:31][C:32]3[S:33][CH:34]=[CH:35][N:36]=3)[N:26]=[C:25]([S:37][CH3:38])[N:24]=2)=[O:20])[CH2:8][N:9]([O:12]C2CCCCO2)[CH:10]=[O:11])[CH2:5][CH2:4][CH2:3][CH2:2]1. Given the product [CH:1]1([CH2:6][C@@H:7]([C:19]([NH:21][NH:22][C:23]2[C:28]([F:29])=[C:27]([NH:30][CH2:31][C:32]3[S:33][CH:34]=[CH:35][N:36]=3)[N:26]=[C:25]([S:37][CH3:38])[N:24]=2)=[O:20])[CH2:8][N:9]([OH:12])[CH:10]=[O:11])[CH2:5][CH2:4][CH2:3][CH2:2]1, predict the reactants needed to synthesize it. (5) Given the product [N:1]1[CH:6]=[CH:5][CH:4]=[CH:3][C:2]=1[NH:7][C:9]1[C:18]2[C:13](=[CH:14][CH:15]=[C:16]([OH:24])[CH:17]=2)[N:12]=[CH:11][N:10]=1, predict the reactants needed to synthesize it. The reactants are: [N:1]1[CH:6]=[CH:5][CH:4]=[CH:3][C:2]=1[NH2:7].Cl[C:9]1[C:18]2[C:13](=[CH:14][CH:15]=[C:16](CC([O-])=O)[CH:17]=2)[N:12]=[CH:11][N:10]=1.C(=O)([O-])[O-:24].[Cs+].[Cs+]. (6) Given the product [Cl:3][C:4]1[CH:12]=[CH:11][CH:10]=[C:9]2[C:5]=1[C:6]([I:13])=[N:7][N:8]2[C:17]([C:16]1[C:20]([CH:24]2[CH2:26][CH2:25]2)=[CH:21][CH:22]=[CH:23][C:15]=1[Cl:14])=[O:18], predict the reactants needed to synthesize it. The reactants are: [H-].[Na+].[Cl:3][C:4]1[CH:12]=[CH:11][CH:10]=[C:9]2[C:5]=1[C:6]([I:13])=[N:7][NH:8]2.[Cl:14][C:15]1[CH:23]=[CH:22][CH:21]=[C:20]([CH:24]2[CH2:26][CH2:25]2)[C:16]=1[C:17](Cl)=[O:18].